Dataset: Forward reaction prediction with 1.9M reactions from USPTO patents (1976-2016). Task: Predict the product of the given reaction. (1) Given the reactants [CH:1]([C:4]1[CH:9]=[CH:8][C:7]([C:10]2[C:19]3[C:14](=[CH:15][CH:16]=[C:17]([O:20][CH2:21][C:22]#[CH:23])[CH:18]=3)[N:13]([CH2:24][C:25]3[CH:26]=[C:27]([NH:31][C:32](=[O:44])[CH2:33][N:34]4[CH2:39][CH2:38][N:37]([CH2:40][CH2:41][O:42][CH3:43])[CH2:36][CH2:35]4)[CH:28]=[CH:29][CH:30]=3)[C:12](=[O:45])[N:11]=2)=[CH:6][CH:5]=1)([CH3:3])[CH3:2].[Li+].[CH3:47]C([N-]C(C)C)C.CN(P(N(C)C)(N(C)C)=O)C.CI, predict the reaction product. The product is: [CH:1]([C:4]1[CH:9]=[CH:8][C:7]([C:10]2[C:19]3[C:14](=[CH:15][CH:16]=[C:17]([O:20][CH2:21][C:22]#[CH:23])[CH:18]=3)[N:13]([CH2:24][C:25]3[CH:26]=[C:27]([N:31]([CH3:47])[C:32](=[O:44])[CH2:33][N:34]4[CH2:39][CH2:38][N:37]([CH2:40][CH2:41][O:42][CH3:43])[CH2:36][CH2:35]4)[CH:28]=[CH:29][CH:30]=3)[C:12](=[O:45])[N:11]=2)=[CH:6][CH:5]=1)([CH3:3])[CH3:2]. (2) The product is: [F:44][C:31]1[CH:30]=[C:29]([N:25]2[CH2:24][C@H:23]([CH2:22][N:20]3[CH:21]=[C:17]([CH2:16][F:15])[N:18]=[N:19]3)[O:27][C:26]2=[O:28])[CH:34]=[CH:33][C:32]=1[C:2]1[CH:7]=[N:6][C:5]([C:8]2[CH2:12][C@@H:11]([CH2:13][OH:14])[O:10][N:9]=2)=[CH:4][CH:3]=1. Given the reactants Br[C:2]1[CH:3]=[CH:4][C:5]([C:8]2[CH2:12][C@@H:11]([CH2:13][OH:14])[O:10][N:9]=2)=[N:6][CH:7]=1.[F:15][CH2:16][C:17]1[N:18]=[N:19][N:20]([CH2:22][C@@H:23]2[O:27][C:26](=[O:28])[N:25]([C:29]3[CH:34]=[CH:33][C:32](B4OC(C)(C)C(C)(C)O4)=[C:31]([F:44])[CH:30]=3)[CH2:24]2)[CH:21]=1.C(=O)([O-])[O-].[K+].[K+], predict the reaction product. (3) Given the reactants Br[C:2]1[N:7]=[CH:6][C:5]([CH:8]([OH:25])[CH2:9][N:10]2[C:18]3[CH:17]=[CH:16][C:15]([CH3:19])=[CH:14][C:13]=3[C:12]3[CH2:20][N:21]([CH3:24])[CH2:22][CH2:23][C:11]2=3)=[CH:4][CH:3]=1.[CH3:26][N:27](C=O)C, predict the reaction product. The product is: [CH3:24][N:21]1[CH2:22][CH2:23][C:11]2[N:10]([CH2:9][CH:8]([C:5]3[CH:4]=[CH:3][C:2]([C:26]#[N:27])=[N:7][CH:6]=3)[OH:25])[C:18]3[CH:17]=[CH:16][C:15]([CH3:19])=[CH:14][C:13]=3[C:12]=2[CH2:20]1. (4) Given the reactants [O:1]1[CH2:6][CH2:5][O:4][C:3]2[CH:7]=[C:8]([C:11](=[O:13])[CH3:12])[CH:9]=[CH:10][C:2]1=2.Cl.[CH3:15][NH:16][CH3:17].[CH2:18]=O, predict the reaction product. The product is: [O:1]1[CH2:6][CH2:5][O:4][C:3]2[CH:7]=[C:8]([C:11](=[O:13])[CH2:12][CH2:15][N:16]([CH3:18])[CH3:17])[CH:9]=[CH:10][C:2]1=2. (5) Given the reactants [Br:1][C:2]1[CH:3]=[C:4]2[C:9](=[CH:10][CH:11]=1)[C:8](Cl)=[N:7][N:6]=[CH:5]2.[CH3:13][CH:14]1[NH:19][CH2:18][CH2:17][NH:16][C:15]1=[O:20].C([O-])([O-])=O.[K+].[K+], predict the reaction product. The product is: [Br:1][C:2]1[CH:3]=[C:4]2[C:9](=[CH:10][CH:11]=1)[C:8]([N:19]1[CH2:18][CH2:17][NH:16][C:15](=[O:20])[CH:14]1[CH3:13])=[N:7][N:6]=[CH:5]2.